Task: Predict the reactants needed to synthesize the given product.. Dataset: Full USPTO retrosynthesis dataset with 1.9M reactions from patents (1976-2016) (1) The reactants are: C([N:8]([C@@H:19]([CH2:22][C:23]1[CH:28]=[CH:27][C:26]([N+:29]([O-])=O)=[CH:25][CH:24]=1)[CH2:20][OH:21])[CH2:9][C@@H:10]([C:12]1[CH:17]=[CH:16][CH:15]=[C:14]([Cl:18])[CH:13]=1)[OH:11])C1C=CC=CC=1.CO. Given the product [ClH:18].[ClH:18].[NH2:29][C:26]1[CH:25]=[CH:24][C:23]([CH2:22][C@H:19]([NH:8][CH2:9][C@@H:10]([C:12]2[CH:17]=[CH:16][CH:15]=[C:14]([Cl:18])[CH:13]=2)[OH:11])[CH2:20][OH:21])=[CH:28][CH:27]=1, predict the reactants needed to synthesize it. (2) Given the product [Br:1][C:2]1[C:10]2[C:9](=[O:11])[N:8]([CH3:12])[C:7](=[O:13])[N:6]([CH2:14][CH:15]([CH3:16])[CH3:17])[C:5]=2[S:4][C:3]=1[CH2:18][C:19]1[CH:24]=[CH:23][CH:22]=[CH:21][C:20]=1[C:25]([F:26])([F:27])[F:28], predict the reactants needed to synthesize it. The reactants are: [Br:1][C:2]1[C:10]2[C:9](=[O:11])[N:8]([CH3:12])[C:7](=[O:13])[N:6]([CH2:14][CH:15]([CH3:17])[CH3:16])[C:5]=2[S:4][C:3]=1[CH:18](O)[C:19]1[CH:24]=[CH:23][CH:22]=[CH:21][C:20]=1[C:25]([F:28])([F:27])[F:26].FC(F)(F)C(O)=O.C(Cl)Cl. (3) Given the product [ClH:2].[NH:10]1[CH2:43][CH2:42][CH:6]([N:16]([C:12]2[CH:13]=[C:14]([CH3:15])[N:10]([CH2:9][C:7]3[CH:8]=[C:3]([Cl:2])[CH:4]=[CH:5][C:6]=3[O:33][CH2:34][CH:35]([CH3:36])[CH3:37])[N:11]=2)[C:17](=[O:18])[OH:19])[CH2:7][CH2:9]1, predict the reactants needed to synthesize it. The reactants are: Cl.[Cl:2][C:3]1[CH:4]=[CH:5][C:6]([O:33][CH2:34][CH:35]([CH3:37])[CH3:36])=[C:7]([CH2:9][N:10]2[C:14]([CH3:15])=[CH:13][C:12]([NH:16][C:17]([O:19]C3CCN(C(OC(C)(C)C)=O)CC3)=[O:18])=[N:11]2)[CH:8]=1.O1[CH2:43][CH2:42]OCC1. (4) Given the product [F:1][C:2]1[CH:7]=[CH:6][C:5]([F:8])=[CH:4][C:3]=1[CH:9]1[CH2:13][CH2:12][CH2:11][N:10]1[C:14]1[CH:19]=[CH:18][N:17]2[N:20]=[CH:21][C:22]([C:23]3[N:25]=[C:26]([CH3:27])[NH:28][N:32]=3)=[C:16]2[N:15]=1, predict the reactants needed to synthesize it. The reactants are: [F:1][C:2]1[CH:7]=[CH:6][C:5]([F:8])=[CH:4][C:3]=1[CH:9]1[CH2:13][CH2:12][CH2:11][N:10]1[C:14]1[CH:19]=[CH:18][N:17]2[N:20]=[CH:21][C:22]([C:23](/[N:25]=[C:26](\[N:28](C)C)/[CH3:27])=O)=[C:16]2[N:15]=1.O.[NH2:32]N.